From a dataset of Full USPTO retrosynthesis dataset with 1.9M reactions from patents (1976-2016). Predict the reactants needed to synthesize the given product. (1) Given the product [CH3:28][O:21][C:20](=[O:22])[CH2:19][C:2]1[CH:1]=[C:6]([I:7])[C:5]([O:8][C:9]2[CH:10]=[C:11]([I:17])[C:12]([OH:16])=[C:13]([I:15])[CH:14]=2)=[C:4]([I:18])[CH:3]=1, predict the reactants needed to synthesize it. The reactants are: [CH:1]1[C:2]([CH2:19][C:20]([OH:22])=[O:21])=[CH:3][C:4]([I:18])=[C:5]([O:8][C:9]2[CH:10]=[C:11]([I:17])[C:12]([OH:16])=[C:13]([I:15])[CH:14]=2)[C:6]=1[I:7].O=S(Cl)Cl.O.[CH3:28]O. (2) Given the product [NH:20]1[C:21]2[C:22](=[CH:34][CH:33]=[CH:32][CH:31]=2)[C:24](/[CH:25]=[CH:26]/[C:39]([NH:15][C@@H:13]([C:10]2[CH:9]=[CH:8][C:7]([O:6][CH2:5][C:4]([F:3])([F:16])[F:17])=[CH:12][N:11]=2)[CH3:14])=[O:42])=[CH:23]1, predict the reactants needed to synthesize it. The reactants are: Cl.Cl.[F:3][C:4]([F:17])([F:16])[CH2:5][O:6][C:7]1[CH:8]=[CH:9][C:10]([C@H:13]([NH2:15])[CH3:14])=[N:11][CH:12]=1.C([N:20]([CH2:23][CH3:24])[CH2:21][CH3:22])C.[CH2:25](Cl)[CH2:26]Cl.C1C=[CH:31][C:32]2N(O)N=N[C:33]=2[CH:34]=1.[C:39](=[O:42])(O)[O-].[Na+]. (3) The reactants are: [C:1]([N:4]1[C:13]2[C:8](=[CH:9][C:10]([C:14]3[CH:15]=[N:16][N:17]([CH2:19][CH2:20][N:21]([CH3:29])[C:22](=[O:28])[O:23][C:24]([CH3:27])([CH3:26])[CH3:25])[CH:18]=3)=[CH:11][CH:12]=2)[C@H:7]([NH2:30])[CH2:6][C@@H:5]1[CH3:31])(=[O:3])[CH3:2].I[C:33]1[CH:34]=[N:35][CH:36]=[CH:37][CH:38]=1.C1(P(C2CCCCC2)C2C=CC=CC=2C2C(N(C)C)=CC=CC=2)CCCCC1.CC(C)([O-])C.[Na+]. Given the product [C:1]([N:4]1[C:13]2[C:8](=[CH:9][C:10]([C:14]3[CH:15]=[N:16][N:17]([CH2:19][CH2:20][N:21]([CH3:29])[C:22](=[O:28])[O:23][C:24]([CH3:25])([CH3:26])[CH3:27])[CH:18]=3)=[CH:11][CH:12]=2)[C@H:7]([NH:30][C:33]2[CH:34]=[N:35][CH:36]=[CH:37][CH:38]=2)[CH2:6][C@@H:5]1[CH3:31])(=[O:3])[CH3:2], predict the reactants needed to synthesize it. (4) Given the product [CH3:1][C:2]1[CH:7]=[CH:6][C:5]([NH:8][C:26](=[O:27])[C:25]2[CH:29]=[CH:30][CH:31]=[C:23]([C:22]([F:21])([F:32])[F:33])[CH:24]=2)=[CH:4][C:3]=1[NH:9][C:10]1[N:15]=[C:14]([C:16]2[S:17][CH:18]=[CH:19][N:20]=2)[CH:13]=[CH:12][N:11]=1, predict the reactants needed to synthesize it. The reactants are: [CH3:1][C:2]1[CH:7]=[CH:6][C:5]([NH2:8])=[CH:4][C:3]=1[NH:9][C:10]1[N:15]=[C:14]([C:16]2[S:17][CH:18]=[CH:19][N:20]=2)[CH:13]=[CH:12][N:11]=1.[F:21][C:22]([F:33])([F:32])[C:23]1[CH:24]=[C:25]([CH:29]=[CH:30][CH:31]=1)[C:26](O)=[O:27].F[P-](F)(F)(F)(F)F.N1(O[P+](N(C)C)(N(C)C)N(C)C)C2C=CC=CC=2N=N1.CCN(C(C)C)C(C)C. (5) Given the product [CH3:1][C:2]1[CH:7]=[CH:6][CH:5]=[CH:4][C:3]=1[C:12]1[CH:19]=[CH:18][C:15]([CH:16]=[O:17])=[CH:14][CH:13]=1, predict the reactants needed to synthesize it. The reactants are: [CH3:1][C:2]1[CH:7]=[CH:6][CH:5]=[CH:4][C:3]=1B(O)O.Br[C:12]1[CH:19]=[CH:18][C:15]([CH:16]=[O:17])=[CH:14][CH:13]=1. (6) Given the product [CH3:14][CH:15]([CH3:31])[C:16]([NH:18][C:19]1[CH:24]=[CH:23][CH:22]=[C:21]([CH:25]2[CH2:30][CH2:29][N:28]([CH2:2][CH2:3][CH2:4][CH2:5][C:6](=[O:7])[C:8]3[CH:13]=[CH:12][CH:11]=[CH:10][CH:9]=3)[CH2:27][CH2:26]2)[CH:20]=1)=[O:17], predict the reactants needed to synthesize it. The reactants are: Cl[CH2:2][CH2:3][CH2:4][CH2:5][C:6]([C:8]1[CH:13]=[CH:12][CH:11]=[CH:10][CH:9]=1)=[O:7].[CH3:14][CH:15]([CH3:31])[C:16]([NH:18][C:19]1[CH:24]=[CH:23][CH:22]=[C:21]([CH:25]2[CH2:30][CH2:29][NH:28][CH2:27][CH2:26]2)[CH:20]=1)=[O:17]. (7) Given the product [F:19][C:20]1[CH:25]=[C:24]([S:26]([CH3:29])(=[O:28])=[O:27])[CH:23]=[CH:22][C:21]=1[N:30]1[CH2:35][CH2:34][N:33]([C:8]([C:7]2[CH:11]=[C:12]([S:15]([CH3:18])(=[O:17])=[O:16])[CH:13]=[CH:14][C:6]=2[S:5][CH2:1][CH:2]([CH3:3])[CH3:4])=[O:10])[CH2:32][CH2:31]1, predict the reactants needed to synthesize it. The reactants are: [CH2:1]([S:5][C:6]1[CH:14]=[CH:13][C:12]([S:15]([CH3:18])(=[O:17])=[O:16])=[CH:11][C:7]=1[C:8]([OH:10])=O)[CH:2]([CH3:4])[CH3:3].[F:19][C:20]1[CH:25]=[C:24]([S:26]([CH3:29])(=[O:28])=[O:27])[CH:23]=[CH:22][C:21]=1[N:30]1[CH2:35][CH2:34][NH:33][CH2:32][CH2:31]1.